Dataset: Merck oncology drug combination screen with 23,052 pairs across 39 cell lines. Task: Regression. Given two drug SMILES strings and cell line genomic features, predict the synergy score measuring deviation from expected non-interaction effect. (1) Drug 1: COc1cccc2c1C(=O)c1c(O)c3c(c(O)c1C2=O)CC(O)(C(=O)CO)CC3OC1CC(N)C(O)C(C)O1. Drug 2: CNC(=O)c1cc(Oc2ccc(NC(=O)Nc3ccc(Cl)c(C(F)(F)F)c3)cc2)ccn1. Cell line: HT144. Synergy scores: synergy=-4.14. (2) Drug 2: C#Cc1cccc(Nc2ncnc3cc(OCCOC)c(OCCOC)cc23)c1. Synergy scores: synergy=39.3. Cell line: NCIH2122. Drug 1: CCC1(O)CC2CN(CCc3c([nH]c4ccccc34)C(C(=O)OC)(c3cc4c(cc3OC)N(C)C3C(O)(C(=O)OC)C(OC(C)=O)C5(CC)C=CCN6CCC43C65)C2)C1. (3) Drug 1: N.N.O=C(O)C1(C(=O)O)CCC1.[Pt]. Drug 2: CC1(c2nc3c(C(N)=O)cccc3[nH]2)CCCN1. Cell line: OCUBM. Synergy scores: synergy=39.5. (4) Drug 1: O=C(CCCCCCC(=O)Nc1ccccc1)NO. Drug 2: O=C(O)C1(Cc2cccc(Nc3nccs3)n2)CCC(Oc2cccc(Cl)c2F)CC1. Cell line: SKMEL30. Synergy scores: synergy=17.5. (5) Drug 1: COc1cc(C2c3cc4c(cc3C(OC3OC5COC(C)OC5C(O)C3O)C3COC(=O)C23)OCO4)cc(OC)c1O. Drug 2: NC1(c2ccc(-c3nc4ccn5c(=O)[nH]nc5c4cc3-c3ccccc3)cc2)CCC1. Cell line: A375. Synergy scores: synergy=40.4.